Dataset: NCI-60 drug combinations with 297,098 pairs across 59 cell lines. Task: Regression. Given two drug SMILES strings and cell line genomic features, predict the synergy score measuring deviation from expected non-interaction effect. (1) Drug 1: CC1OCC2C(O1)C(C(C(O2)OC3C4COC(=O)C4C(C5=CC6=C(C=C35)OCO6)C7=CC(=C(C(=C7)OC)O)OC)O)O. Drug 2: CC1CCCC2(C(O2)CC(NC(=O)CC(C(C(=O)C(C1O)C)(C)C)O)C(=CC3=CSC(=N3)C)C)C. Cell line: NCI-H522. Synergy scores: CSS=22.8, Synergy_ZIP=-7.17, Synergy_Bliss=-1.39, Synergy_Loewe=-0.756, Synergy_HSA=-0.492. (2) Drug 1: CCC1(CC2CC(C3=C(CCN(C2)C1)C4=CC=CC=C4N3)(C5=C(C=C6C(=C5)C78CCN9C7C(C=CC9)(C(C(C8N6C=O)(C(=O)OC)O)OC(=O)C)CC)OC)C(=O)OC)O.OS(=O)(=O)O. Drug 2: B(C(CC(C)C)NC(=O)C(CC1=CC=CC=C1)NC(=O)C2=NC=CN=C2)(O)O. Cell line: HL-60(TB). Synergy scores: CSS=71.4, Synergy_ZIP=3.61, Synergy_Bliss=0.769, Synergy_Loewe=-7.98, Synergy_HSA=-6.58. (3) Drug 1: C1=CN(C=N1)CC(O)(P(=O)(O)O)P(=O)(O)O. Drug 2: C(CCl)NC(=O)N(CCCl)N=O. Cell line: HT29. Synergy scores: CSS=0.744, Synergy_ZIP=0.255, Synergy_Bliss=-2.12, Synergy_Loewe=-5.30, Synergy_HSA=-3.73. (4) Cell line: OVCAR-8. Drug 2: C1CN1C2=NC(=NC(=N2)N3CC3)N4CC4. Drug 1: CCC(=C(C1=CC=CC=C1)C2=CC=C(C=C2)OCCN(C)C)C3=CC=CC=C3.C(C(=O)O)C(CC(=O)O)(C(=O)O)O. Synergy scores: CSS=25.6, Synergy_ZIP=-11.2, Synergy_Bliss=-2.96, Synergy_Loewe=-16.6, Synergy_HSA=-3.33. (5) Drug 1: CCC1(CC2CC(C3=C(CCN(C2)C1)C4=CC=CC=C4N3)(C5=C(C=C6C(=C5)C78CCN9C7C(C=CC9)(C(C(C8N6C)(C(=O)OC)O)OC(=O)C)CC)OC)C(=O)OC)O.OS(=O)(=O)O. Drug 2: CCCCCOC(=O)NC1=NC(=O)N(C=C1F)C2C(C(C(O2)C)O)O. Cell line: LOX IMVI. Synergy scores: CSS=-2.58, Synergy_ZIP=1.62, Synergy_Bliss=1.46, Synergy_Loewe=-3.10, Synergy_HSA=-2.73.